Dataset: Catalyst prediction with 721,799 reactions and 888 catalyst types from USPTO. Task: Predict which catalyst facilitates the given reaction. (1) Reactant: [F:1][C:2]1[CH:7]=[CH:6][C:5]([F:8])=[CH:4][C:3]=1[S:9]([N:12]([C:16]1[CH:21]=[CH:20][CH:19]=[C:18]([C:22]2[N:23](C3CCCCO3)[N:24]=[CH:25][CH:26]=2)[C:17]=1[F:33])[CH2:13][O:14][CH3:15])(=[O:11])=[O:10].C1(C)C=CC(S(O)(=O)=O)=CC=1. Product: [F:1][C:2]1[CH:7]=[CH:6][C:5]([F:8])=[CH:4][C:3]=1[S:9]([N:12]([C:16]1[CH:21]=[CH:20][CH:19]=[C:18]([C:22]2[NH:23][N:24]=[CH:25][CH:26]=2)[C:17]=1[F:33])[CH2:13][O:14][CH3:15])(=[O:11])=[O:10]. The catalyst class is: 5. (2) Reactant: Cl[C:2]1[N:3]=[N:4][C:5]([C:8]2[CH:13]=[CH:12][CH:11]=[C:10]([N+:14]([O-:16])=[O:15])[CH:9]=2)=[CH:6][CH:7]=1.[CH:17]1([N:20]2[CH2:25][CH2:24][NH:23][CH2:22][CH2:21]2)[CH2:19][CH2:18]1.[NH4+].[Cl-]. Product: [CH:17]1([N:20]2[CH2:25][CH2:24][N:23]([C:2]3[N:3]=[N:4][C:5]([C:8]4[CH:13]=[CH:12][CH:11]=[C:10]([N+:14]([O-:16])=[O:15])[CH:9]=4)=[CH:6][CH:7]=3)[CH2:22][CH2:21]2)[CH2:19][CH2:18]1. The catalyst class is: 114. (3) Reactant: [CH3:1][O:2][C:3](=[O:29])/[CH:4]=[CH:5]/[C:6]1[CH:7]=[CH:8][C:9]2[O:26][C:13]3([CH2:18][CH2:17][N:16]([C:19]([O:21][C:22]([CH3:25])([CH3:24])[CH3:23])=[O:20])[CH2:15][CH2:14]3)[NH:12][C:11](=[O:27])[C:10]=2[CH:28]=1.[H-].[Na+].Br[CH2:33][CH2:34][CH2:35][CH3:36]. Product: [CH3:1][O:2][C:3](=[O:29])/[CH:4]=[CH:5]/[C:6]1[CH:7]=[CH:8][C:9]2[O:26][C:13]3([CH2:18][CH2:17][N:16]([C:19]([O:21][C:22]([CH3:24])([CH3:25])[CH3:23])=[O:20])[CH2:15][CH2:14]3)[N:12]([CH2:33][CH2:34][CH2:35][CH3:36])[C:11](=[O:27])[C:10]=2[CH:28]=1. The catalyst class is: 3.